Predict the reaction yield, written as a fraction of the theoretical maximum amount of product (1.0 means a 100% yield; for example, 0.34 means a 34% yield). From a dataset of Reaction yield outcomes from USPTO patents with 853,638 reactions. The reactants are [CH:1]([Li])([CH2:3][CH3:4])[CH3:2].CO[N-:8][C:9](=O)[CH2:10][CH3:11].C(O)(C(F)(F)F)=O.[CH2:20]1[CH2:24][O:23][CH2:22][CH2:21]1. The catalyst is C(Cl)Cl. The product is [CH2:24]([O:23][C:22]1[CH:21]=[C:4]2[C:9](=[CH:10][CH:11]=1)[NH:8][C:1]([CH3:2])=[CH:3]2)[CH3:20]. The yield is 0.530.